Predict the reactants needed to synthesize the given product. From a dataset of Full USPTO retrosynthesis dataset with 1.9M reactions from patents (1976-2016). (1) Given the product [Br:1][C:2]1[S:6][C:5]([NH:7][C:8](=[O:10])[CH3:9])=[N:4][CH:3]=1, predict the reactants needed to synthesize it. The reactants are: [Br:1][C:2]1[S:6][C:5]([NH2:7])=[N:4][CH:3]=1.[C:8](OC(=O)C)(=[O:10])[CH3:9]. (2) Given the product [CH3:37][S:36][CH2:35][CH2:34][CH:15]([C:14]([OH:13])=[O:23])[NH2:16], predict the reactants needed to synthesize it. The reactants are: [NH2:16][CH2:15][CH2:14][O:13]CCSCCSCC[O:13][CH2:14][CH2:15][NH2:16].NCCSCC[O:23]CCOCCSCCN.N[CH2:34][CH2:35][S:36][CH2:37][CH2:37][S:36][CH2:35][CH2:34]S[CH2:34][CH2:35][S:36][CH2:37]CN. (3) Given the product [CH3:3][N:2]([CH3:1])[CH2:4][CH2:5][N:6]1[C:20](=[O:21])[C:15]2[CH:16]=[C:17]([NH:19][C:32]([NH:31][C:28]3[CH:29]=[CH:30][C:25]([O:24][C:23]([F:22])([F:34])[F:35])=[CH:26][CH:27]=3)=[O:33])[CH:18]=[C:13]3[C:14]=2[C:9](=[CH:10][CH:11]=[CH:12]3)[C:7]1=[O:8], predict the reactants needed to synthesize it. The reactants are: [CH3:1][N:2]([CH2:4][CH2:5][N:6]1[C:20](=[O:21])[C:15]2=[CH:16][C:17]([NH2:19])=[CH:18][C:13]3[C:14]2=[C:9]([CH:10]=[CH:11][CH:12]=3)[C:7]1=[O:8])[CH3:3].[F:22][C:23]([F:35])([F:34])[O:24][C:25]1[CH:30]=[CH:29][C:28]([N:31]=[C:32]=[O:33])=[CH:27][CH:26]=1. (4) Given the product [CH3:7][O:8][CH2:9][CH2:10][O:11][CH2:12][CH2:13][O:14][C:16]1[CH:25]=[C:24]2[C:19]([C:20](=[O:26])[NH:21][CH:22]=[N:23]2)=[CH:18][CH:17]=1, predict the reactants needed to synthesize it. The reactants are: CS(C)=O.[H-].[Na+].[CH3:7][O:8][CH2:9][CH2:10][O:11][CH2:12][CH2:13][OH:14].F[C:16]1[CH:25]=[C:24]2[C:19]([C:20](=[O:26])[NH:21][CH:22]=[N:23]2)=[CH:18][CH:17]=1. (5) Given the product [C:24]([O:23][C:21](=[O:22])[NH:20][CH2:19][CH2:18][CH2:17][CH:13]1[C:12](=[O:28])[NH:11][C:10]2[CH:29]=[C:6]([CH2:4][OH:3])[CH:7]=[CH:8][C:9]=2[C:15](=[O:16])[NH:14]1)([CH3:27])([CH3:25])[CH3:26], predict the reactants needed to synthesize it. The reactants are: C([O:3][C:4]([C:6]1[CH:7]=[CH:8][C:9]2[C:15](=[O:16])[NH:14][CH:13]([CH2:17][CH2:18][CH2:19][NH:20][C:21]([O:23][C:24]([CH3:27])([CH3:26])[CH3:25])=[O:22])[C:12](=[O:28])[NH:11][C:10]=2[CH:29]=1)=O)C.[H-].[Al+3].[Li+].[H-].[H-].[H-].C(C(C(C([O-])=O)O)O)([O-])=O.[Na+].[K+]. (6) Given the product [CH2:19]([N:21]([CH2:22][CH3:23])[CH2:2][CH2:3][CH2:4][N:5]1[C:14]2[C:9](=[CH:10][C:11]([N+:15]([O-:17])=[O:16])=[CH:12][CH:13]=2)[CH2:8][CH2:7][C:6]1=[O:18])[CH3:20], predict the reactants needed to synthesize it. The reactants are: Cl[CH2:2][CH2:3][CH2:4][N:5]1[C:14]2[C:9](=[CH:10][C:11]([N+:15]([O-:17])=[O:16])=[CH:12][CH:13]=2)[CH2:8][CH2:7][C:6]1=[O:18].[CH2:19]([NH:21][CH2:22][CH3:23])[CH3:20].[I-].[K+].C(=O)([O-])[O-].[K+].[K+].